This data is from Reaction yield outcomes from USPTO patents with 853,638 reactions. The task is: Predict the reaction yield, written as a fraction of the theoretical maximum amount of product (1.0 means a 100% yield; for example, 0.34 means a 34% yield). (1) The reactants are [NH2:1][C:2]1[CH:10]=[CH:9][CH:8]=[C:7]([O:11][CH3:12])[C:3]=1[C:4]([OH:6])=O.[CH2:13]([NH2:20])[C:14]1[CH:19]=[CH:18][CH:17]=[CH:16][CH:15]=1.C(N(C(C)C)CC)(C)C.[Cl-].ClC1N(C)CC[NH+]1C. The catalyst is ClCCl.O. The product is [NH2:1][C:2]1[CH:10]=[CH:9][CH:8]=[C:7]([O:11][CH3:12])[C:3]=1[C:4]([NH:20][CH2:13][C:14]1[CH:19]=[CH:18][CH:17]=[CH:16][CH:15]=1)=[O:6]. The yield is 0.460. (2) The reactants are [Br-].[CH3:2][C:3]1[CH:4]=[C:5]([S+:24]2[C:28]3[CH:29]=[CH:30][CH:31]=[CH:32][C:27]=3[C:26]3[CH:33]=[CH:34][CH:35]=[CH:36][C:25]2=3)[CH:6]=[C:7]([CH3:23])[C:8]=1[O:9][CH2:10][C:11](=[O:22])[O:12][C:13]([C:16]1[CH:21]=[CH:20][CH:19]=[CH:18][CH:17]=1)([CH3:15])[CH3:14].[F:37][C:38]([F:50])([S:46]([O-:49])(=[O:48])=[O:47])[CH2:39][O:40][C:41](=[O:45])[C:42]([CH3:44])=[CH2:43].C([NH+](CC)CC)C.O. The catalyst is ClCCl. The product is [F:50][C:38]([F:37])([S:46]([O-:49])(=[O:48])=[O:47])[CH2:39][O:40][C:41](=[O:45])[C:42]([CH3:44])=[CH2:43].[CH3:23][C:7]1[CH:6]=[C:5]([S+:24]2[C:28]3[CH:29]=[CH:30][CH:31]=[CH:32][C:27]=3[C:26]3[CH:33]=[CH:34][CH:35]=[CH:36][C:25]2=3)[CH:4]=[C:3]([CH3:2])[C:8]=1[O:9][CH2:10][C:11](=[O:22])[O:12][C:13]([C:16]1[CH:17]=[CH:18][CH:19]=[CH:20][CH:21]=1)([CH3:15])[CH3:14]. The yield is 0.800. (3) The yield is 0.800. The product is [Cl:29][C:25]1[C:24]([CH3:30])=[C:23]([CH:28]=[CH:27][CH:26]=1)[CH2:22][N:20]1[C:5]2=[N:6][C:7]([N:14]3[CH2:15][CH2:16][O:17][CH2:18][CH2:19]3)=[CH:8][C:9]([C:10]([O:12][CH3:13])=[O:11])=[C:4]2[N:3]=[C:2]1[CH3:1]. The catalyst is CN(C=O)C. The reactants are [CH3:1][C:2]1[NH:20][C:5]2=[N:6][C:7]([N:14]3[CH2:19][CH2:18][O:17][CH2:16][CH2:15]3)=[CH:8][C:9]([C:10]([O:12][CH3:13])=[O:11])=[C:4]2[N:3]=1.Br[CH2:22][C:23]1[CH:28]=[CH:27][CH:26]=[C:25]([Cl:29])[C:24]=1[CH3:30].C([O-])([O-])=O.[Na+].[Na+].O.